This data is from NCI-60 drug combinations with 297,098 pairs across 59 cell lines. The task is: Regression. Given two drug SMILES strings and cell line genomic features, predict the synergy score measuring deviation from expected non-interaction effect. (1) Drug 1: CS(=O)(=O)C1=CC(=C(C=C1)C(=O)NC2=CC(=C(C=C2)Cl)C3=CC=CC=N3)Cl. Drug 2: CC(C)(C#N)C1=CC(=CC(=C1)CN2C=NC=N2)C(C)(C)C#N. Cell line: BT-549. Synergy scores: CSS=7.14, Synergy_ZIP=0.639, Synergy_Bliss=3.34, Synergy_Loewe=3.79, Synergy_HSA=2.69. (2) Drug 1: C1=CC(=CC=C1C#N)C(C2=CC=C(C=C2)C#N)N3C=NC=N3. Drug 2: CC1=C2C(C(=O)C3(C(CC4C(C3C(C(C2(C)C)(CC1OC(=O)C(C(C5=CC=CC=C5)NC(=O)OC(C)(C)C)O)O)OC(=O)C6=CC=CC=C6)(CO4)OC(=O)C)O)C)O. Cell line: UACC-257. Synergy scores: CSS=-6.28, Synergy_ZIP=4.35, Synergy_Bliss=0.787, Synergy_Loewe=-8.31, Synergy_HSA=-7.29. (3) Drug 1: COC1=CC(=CC(=C1O)OC)C2C3C(COC3=O)C(C4=CC5=C(C=C24)OCO5)OC6C(C(C7C(O6)COC(O7)C8=CC=CS8)O)O. Drug 2: CC1=C2C(C(=O)C3(C(CC4C(C3C(C(C2(C)C)(CC1OC(=O)C(C(C5=CC=CC=C5)NC(=O)C6=CC=CC=C6)O)O)OC(=O)C7=CC=CC=C7)(CO4)OC(=O)C)O)C)OC(=O)C. Cell line: HCT-15. Synergy scores: CSS=55.7, Synergy_ZIP=1.65, Synergy_Bliss=3.55, Synergy_Loewe=4.75, Synergy_HSA=5.35.